This data is from Forward reaction prediction with 1.9M reactions from USPTO patents (1976-2016). The task is: Predict the product of the given reaction. (1) The product is: [CH3:30][C:29]([CH3:32])([CH3:31])[CH2:33][C:34]([NH:14][C:13]1[CH:15]=[CH:16][CH:17]=[C:11]([O:10][CH2:9][CH2:8][CH2:7][N:4]2[CH2:3][CH2:2][O:1][CH2:6][CH2:5]2)[CH:12]=1)=[O:35]. Given the reactants [O:1]1[CH2:6][CH2:5][N:4]([CH2:7][CH2:8][CH2:9][O:10][C:11]2[CH:12]=[C:13]([CH:15]=[CH:16][CH:17]=2)[NH2:14])[CH2:3][CH2:2]1.C1C=CC2N(O)N=NC=2C=1.O.[C:29]([CH2:33][C:34](O)=[O:35])([CH3:32])([CH3:31])[CH3:30].CCN=C=NCCCN(C)C.Cl, predict the reaction product. (2) Given the reactants C[C:2]1[N:6]=[C:5](C2CCCNC2)[O:4][N:3]=1.[C:13]([OH:22])(=[O:21])[C@H:14]([C@@H:16]([C:18]([OH:20])=[O:19])[OH:17])[OH:15].C(#N)C, predict the reaction product. The product is: [C:18]([C@H:16]([C@@H:14]([C:13]([O-:22])=[O:21])[OH:15])[OH:17])([O-:20])=[O:19].[O:4]1[CH:5]=[N:6][CH:2]=[N:3]1. (3) The product is: [CH2:40]([O:42][C:43](=[O:48])[CH2:44][C:45]([CH:11]1[CH2:10][CH2:9][N:8]([C:18]([O:20][CH2:21][C:22]2[CH:23]=[CH:24][CH:25]=[CH:26][CH:27]=2)=[O:19])[CH:7]([C:6]2[N:2]=[N:3][N:4]([CH3:29])[N:5]=2)[CH2:12]1)=[O:46])[CH3:41]. Given the reactants C[N:2]1[C:6]([CH:7]2[CH2:12][CH:11](C(OCC)=O)[CH2:10][CH2:9][N:8]2[C:18]([O:20][CH2:21][C:22]2[CH:27]=[CH:26][CH:25]=[CH:24][CH:23]=2)=[O:19])=[N:5][N:4]=[N:3]1.N1(C(N2C=CN=C2)=O)C=CN=[CH:29]1.[CH2:40]([O:42][C:43](=[O:48])[CH2:44][C:45]([O-])=[O:46])[CH3:41].[K+].[Cl-].[Mg+2].[Cl-], predict the reaction product. (4) The product is: [ClH:1].[NH2:2][CH:3]([CH2:8][CH3:9])[C:4]([O:6][CH3:7])=[O:5]. Given the reactants [ClH:1].[NH2:2][CH:3]([CH:8]1C[CH2:9]1)[C:4]([O:6][CH3:7])=[O:5].NC(CC)C(O)=O, predict the reaction product. (5) Given the reactants [Br:1][C:2]1[CH:10]=[C:9]([C:11]2[C:12]3[N:13]([C:23]([CH2:26][CH3:27])=[CH:24][CH:25]=3)[N:14]=[C:15]([CH3:22])[C:16]=2[C:17]([O:19][CH2:20][CH3:21])=[O:18])[CH:8]=[CH:7][C:3]=1[C:4](O)=[O:5].C(OCC)(=O)C.Cl, predict the reaction product. The product is: [Br:1][C:2]1[CH:10]=[C:9]([C:11]2[C:12]3[N:13]([C:23]([CH2:26][CH3:27])=[CH:24][CH:25]=3)[N:14]=[C:15]([CH3:22])[C:16]=2[C:17]([O:19][CH2:20][CH3:21])=[O:18])[CH:8]=[CH:7][C:3]=1[CH2:4][OH:5]. (6) The product is: [Si:3]([O:20][CH2:21][CH2:22][O:23][CH2:24][C@H:25]([O:30][C:32]1[N:37]=[CH:36][N:35]=[C:34]2[N:38]([C:41]3[CH:42]=[C:43]([C:44]#[N:45])[CH:46]=[CH:47][C:48]=3[CH3:49])[N:39]=[CH:40][C:33]=12)[C:26]([O:28][CH3:29])=[O:27])([C:16]([CH3:19])([CH3:18])[CH3:17])([C:10]1[CH:15]=[CH:14][CH:13]=[CH:12][CH:11]=1)[C:4]1[CH:5]=[CH:6][CH:7]=[CH:8][CH:9]=1. Given the reactants [H-].[Na+].[Si:3]([O:20][CH2:21][CH2:22][O:23][CH2:24][C@H:25]([OH:30])[C:26]([O:28][CH3:29])=[O:27])([C:16]([CH3:19])([CH3:18])[CH3:17])([C:10]1[CH:15]=[CH:14][CH:13]=[CH:12][CH:11]=1)[C:4]1[CH:9]=[CH:8][CH:7]=[CH:6][CH:5]=1.Cl[C:32]1[N:37]=[CH:36][N:35]=[C:34]2[N:38]([C:41]3[CH:42]=[C:43]([CH:46]=[CH:47][C:48]=3[CH3:49])[C:44]#[N:45])[N:39]=[CH:40][C:33]=12.C(O)(=O)CC(CC(O)=O)(C(O)=O)O, predict the reaction product. (7) The product is: [C:1]1([O:7][C:8](=[O:9])[NH:46][C@H:43]2[CH2:42][CH2:41][C@H:40]([C:27]3[CH:28]=[CH:29][C:30]([OH:32])=[CH:31][C:26]=3[OH:25])[CH2:45][CH2:44]2)[CH:6]=[CH:5][CH:4]=[CH:3][CH:2]=1. Given the reactants [C:1]1([O:7][C:8](Cl)=[O:9])[CH:6]=[CH:5][CH:4]=[CH:3][CH:2]=1.C(N(CC)CC)C.[Si]([O:25][C:26]1[CH:31]=[C:30]([O:32][Si](C(C)(C)C)(C)C)[CH:29]=[CH:28][C:27]=1[C@H:40]1[CH2:45][CH2:44][C@H:43]([NH2:46])[CH2:42][CH2:41]1)(C(C)(C)C)(C)C.FC(F)(F)C(O)=O, predict the reaction product.